From a dataset of Forward reaction prediction with 1.9M reactions from USPTO patents (1976-2016). Predict the product of the given reaction. (1) The product is: [F:38][C:39]([F:44])([F:43])[CH:40]([OH:41])[CH2:42][N:29]1[CH2:30][CH2:31][CH:26]([CH2:25][N:23]2[CH:24]=[C:20]([C:6]3[C:5]4[C:9](=[CH:10][C:2]([F:1])=[CH:3][CH:4]=4)[N:8]([S:11]([C:14]4[CH:15]=[CH:16][CH:17]=[CH:18][CH:19]=4)(=[O:12])=[O:13])[CH:7]=3)[CH:21]=[N:22]2)[CH2:27][CH2:28]1. Given the reactants [F:1][C:2]1[CH:10]=[C:9]2[C:5]([C:6]([C:20]3[CH:21]=[N:22][N:23]([CH2:25][CH:26]4[CH2:31][CH2:30][NH:29][CH2:28][CH2:27]4)[CH:24]=3)=[CH:7][N:8]2[S:11]([C:14]2[CH:19]=[CH:18][CH:17]=[CH:16][CH:15]=2)(=[O:13])=[O:12])=[CH:4][CH:3]=1.C([O-])([O-])=O.[K+].[K+].[F:38][C:39]([F:44])([F:43])[CH:40]1[CH2:42][O:41]1.O, predict the reaction product. (2) Given the reactants [CH:1]1([N:7]([CH2:33][CH:34]2[CH2:36][CH2:35]2)[C:8]2[N:13]=[CH:12][N:11]=[C:10]([C:14]([NH:16][C:17]3[CH:32]=[CH:31][C:20]([CH2:21][NH:22][CH2:23][C:24]([O:26]C(C)(C)C)=[O:25])=[CH:19][CH:18]=3)=[O:15])[CH:9]=2)[CH2:6][CH2:5][CH2:4][CH2:3][CH2:2]1.[F:37][C:38]([F:43])([F:42])[C:39]([OH:41])=[O:40], predict the reaction product. The product is: [F:37][C:38]([F:43])([F:42])[C:39]([OH:41])=[O:40].[CH:1]1([N:7]([CH2:33][CH:34]2[CH2:35][CH2:36]2)[C:8]2[N:13]=[CH:12][N:11]=[C:10]([C:14]([NH:16][C:17]3[CH:18]=[CH:19][C:20]([CH2:21][NH:22][CH2:23][C:24]([OH:26])=[O:25])=[CH:31][CH:32]=3)=[O:15])[CH:9]=2)[CH2:2][CH2:3][CH2:4][CH2:5][CH2:6]1. (3) Given the reactants O=[C:2]1[C:11]2[CH:12]=[CH:13][S:14][C:10]=2[C:9]2[CH:8]=[CH:7][C:6]([C:15]([O:17][CH3:18])=[O:16])=[CH:5][C:4]=2[NH:3]1.O=P(Cl)(Cl)[Cl:21].CCN(C(C)C)C(C)C.O, predict the reaction product. The product is: [Cl:21][C:2]1[C:11]2[CH:12]=[CH:13][S:14][C:10]=2[C:9]2[CH:8]=[CH:7][C:6]([C:15]([O:17][CH3:18])=[O:16])=[CH:5][C:4]=2[N:3]=1. (4) Given the reactants [CH3:1][C:2]1[CH:3]=[C:4]([C:8]2[C:16]3[O:15][CH:14]([CH2:17]OS(C4C=CC(C)=CC=4)(=O)=O)[CH2:13][C:12]=3[CH:11]=[C:10]([C:29]3[CH:34]=[CH:33][CH:32]=[CH:31][CH:30]=3)[CH:9]=2)[CH:5]=[CH:6][CH:7]=1.[CH3:35][NH2:36], predict the reaction product. The product is: [CH3:1][C:2]1[CH:3]=[C:4]([C:8]2[C:16]3[O:15][CH:14]([CH2:17][NH:36][CH3:35])[CH2:13][C:12]=3[CH:11]=[C:10]([C:29]3[CH:34]=[CH:33][CH:32]=[CH:31][CH:30]=3)[CH:9]=2)[CH:5]=[CH:6][CH:7]=1. (5) Given the reactants [NH2:1][CH:2]([C:10]1[C:15]([O:16][CH3:17])=[CH:14][CH:13]=[CH:12][C:11]=1[O:18][CH3:19])[CH2:3][CH2:4][CH2:5][C:6]([O:8]C)=O.[N:20]1[CH:25]=[CH:24][CH:23]=[CH:22][C:21]=1[C:26]1[CH:27]=[C:28]([CH:31]=[CH:32][CH:33]=1)[CH:29]=O, predict the reaction product. The product is: [CH3:19][O:18][C:11]1[CH:12]=[CH:13][CH:14]=[C:15]([O:16][CH3:17])[C:10]=1[CH:2]1[N:1]([CH2:29][C:28]2[CH:31]=[CH:32][CH:33]=[C:26]([C:21]3[CH:22]=[CH:23][CH:24]=[CH:25][N:20]=3)[CH:27]=2)[C:6](=[O:8])[CH2:5][CH2:4][CH2:3]1.